From a dataset of NCI-60 drug combinations with 297,098 pairs across 59 cell lines. Regression. Given two drug SMILES strings and cell line genomic features, predict the synergy score measuring deviation from expected non-interaction effect. (1) Cell line: HOP-62. Synergy scores: CSS=9.35, Synergy_ZIP=-1.61, Synergy_Bliss=5.77, Synergy_Loewe=-3.92, Synergy_HSA=1.90. Drug 2: CN(C)N=NC1=C(NC=N1)C(=O)N. Drug 1: C1CCC(CC1)NC(=O)N(CCCl)N=O. (2) Drug 1: CNC(=O)C1=CC=CC=C1SC2=CC3=C(C=C2)C(=NN3)C=CC4=CC=CC=N4. Drug 2: C1CC(C1)(C(=O)O)C(=O)O.[NH2-].[NH2-].[Pt+2]. Cell line: UO-31. Synergy scores: CSS=13.9, Synergy_ZIP=4.45, Synergy_Bliss=5.96, Synergy_Loewe=5.84, Synergy_HSA=5.98. (3) Drug 1: CN(CC1=CN=C2C(=N1)C(=NC(=N2)N)N)C3=CC=C(C=C3)C(=O)NC(CCC(=O)O)C(=O)O. Drug 2: COCCOC1=C(C=C2C(=C1)C(=NC=N2)NC3=CC=CC(=C3)C#C)OCCOC.Cl. Cell line: UACC62. Synergy scores: CSS=33.7, Synergy_ZIP=-2.17, Synergy_Bliss=-1.81, Synergy_Loewe=-39.1, Synergy_HSA=-0.919.